From a dataset of Catalyst prediction with 721,799 reactions and 888 catalyst types from USPTO. Predict which catalyst facilitates the given reaction. (1) Reactant: [ClH:1].C(OC([N:9]1[CH2:12][CH:11]([C:13]2[C:18]([C:19]3[CH:24]=[CH:23][C:22]([O:25][CH3:26])=[CH:21][CH:20]=3)=[N:17][CH:16]=[CH:15][N:14]=2)[CH2:10]1)=O)(C)(C)C. Product: [ClH:1].[NH:9]1[CH2:12][CH:11]([C:13]2[C:18]([C:19]3[CH:24]=[CH:23][C:22]([O:25][CH3:26])=[CH:21][CH:20]=3)=[N:17][CH:16]=[CH:15][N:14]=2)[CH2:10]1. The catalyst class is: 5. (2) Reactant: [CH3:1][C:2]1[CH:7]=[CH:6][C:5]([S:8][C:9]2[CH:10]=[C:11]([NH2:15])[CH:12]=[CH:13][CH:14]=2)=[C:4]([N+:16]([O-:18])=[O:17])[CH:3]=1.[C:19](Cl)(=[O:21])[CH3:20]. Product: [CH3:1][C:2]1[CH:7]=[CH:6][C:5]([S:8][C:9]2[CH:10]=[C:11]([NH:15][C:19](=[O:21])[CH3:20])[CH:12]=[CH:13][CH:14]=2)=[C:4]([N+:16]([O-:18])=[O:17])[CH:3]=1. The catalyst class is: 2.